Regression. Given two drug SMILES strings and cell line genomic features, predict the synergy score measuring deviation from expected non-interaction effect. From a dataset of NCI-60 drug combinations with 297,098 pairs across 59 cell lines. Drug 1: CC12CCC(CC1=CCC3C2CCC4(C3CC=C4C5=CN=CC=C5)C)O. Drug 2: CC1=C(C(=CC=C1)Cl)NC(=O)C2=CN=C(S2)NC3=CC(=NC(=N3)C)N4CCN(CC4)CCO. Cell line: SW-620. Synergy scores: CSS=6.31, Synergy_ZIP=-2.54, Synergy_Bliss=-1.68, Synergy_Loewe=-6.15, Synergy_HSA=-2.05.